The task is: Predict the reaction yield, written as a fraction of the theoretical maximum amount of product (1.0 means a 100% yield; for example, 0.34 means a 34% yield).. This data is from Reaction yield outcomes from USPTO patents with 853,638 reactions. The reactants are O.[F:2][C:3]([F:11])([F:10])[C:4]([C:6]([F:9])([F:8])[F:7])=[O:5].O.O.[F:2][C:3]([F:11])([F:10])[C:4]([C:6]([F:9])([F:8])[F:7])=[O:5].[C:24]([C:27]1[CH:32]=[CH:31][CH:30]=[CH:29][CH:28]=1)(=[O:26])C. No catalyst specified. The product is [F:2][C:3]([F:11])([F:10])[C:4]([OH:5])([C:6]([F:9])([F:8])[F:7])[C:24]([C:27]1[CH:32]=[CH:31][CH:30]=[CH:29][CH:28]=1)=[O:26]. The yield is 0.860.